Dataset: Peptide-MHC class I binding affinity with 185,985 pairs from IEDB/IMGT. Task: Regression. Given a peptide amino acid sequence and an MHC pseudo amino acid sequence, predict their binding affinity value. This is MHC class I binding data. (1) The peptide sequence is GMFGGCFAA. The MHC is HLA-B27:05 with pseudo-sequence HLA-B27:05. The binding affinity (normalized) is 0.0847. (2) The peptide sequence is GAFDLSHFL. The MHC is HLA-B58:01 with pseudo-sequence HLA-B58:01. The binding affinity (normalized) is 0.330. (3) The peptide sequence is CVSNLDISSV. The MHC is HLA-A68:02 with pseudo-sequence HLA-A68:02. The binding affinity (normalized) is 0.359. (4) The MHC is HLA-A31:01 with pseudo-sequence HLA-A31:01. The binding affinity (normalized) is 0.0348. The peptide sequence is FVDGVPFVV. (5) The peptide sequence is KILNPYMPSV. The MHC is HLA-A02:06 with pseudo-sequence HLA-A02:06. The binding affinity (normalized) is 0.849. (6) The MHC is HLA-B07:02 with pseudo-sequence HLA-B07:02. The binding affinity (normalized) is 0.270. The peptide sequence is HPSGRPRRV. (7) The peptide sequence is KEAYCQEFLL. The MHC is HLA-B44:02 with pseudo-sequence HLA-B44:02. The binding affinity (normalized) is 0.340.